Task: Predict the product of the given reaction.. Dataset: Forward reaction prediction with 1.9M reactions from USPTO patents (1976-2016) (1) Given the reactants CN(C(ON1N=NC2C=CC=NC1=2)=[N+](C)C)C.F[P-](F)(F)(F)(F)F.CCN(C(C)C)C(C)C.[NH2:34][C@@H:35]([C@H:46]([OH:55])[C:47]1[CH:52]=[CH:51][C:50]([O:53][CH3:54])=[CH:49][CH:48]=1)[C:36]([O:38][CH2:39][C:40]1[CH:45]=[CH:44][CH:43]=[CH:42][CH:41]=1)=[O:37].[NH:56]([C:63]([O:65][C:66]([CH3:69])([CH3:68])[CH3:67])=[O:64])[C@H:57]([C:60](O)=[O:61])[CH2:58][OH:59], predict the reaction product. The product is: [C:66]([O:65][C:63]([NH:56][C@@H:57]([CH2:60][OH:61])[C:58]([NH:34][C@@H:35]([C@H:46]([OH:55])[C:47]1[CH:52]=[CH:51][C:50]([O:53][CH3:54])=[CH:49][CH:48]=1)[C:36]([O:38][CH2:39][C:40]1[CH:41]=[CH:42][CH:43]=[CH:44][CH:45]=1)=[O:37])=[O:59])=[O:64])([CH3:69])([CH3:68])[CH3:67]. (2) The product is: [NH2:15][CH2:19][C@@H:20]([NH:27][C:8]([C:4]1[S:5][CH:6]=[C:2]([C:31]2[N:32]([CH3:33])[N:28]=[CH:29][CH:30]=2)[CH:3]=1)=[O:10])[C:21]1[CH:22]=[CH:23][CH:24]=[CH:25][CH:26]=1. Given the reactants Br[C:2]1[CH:3]=[C:4]([C:8]([OH:10])=O)[S:5][C:6]=1Br.CC([N:15]([CH2:19][C@@H:20]([NH2:27])[C:21]1[CH:26]=[CH:25][CH:24]=[CH:23][CH:22]=1)C(=O)[O-])(C)C.[NH2:28][CH:29](CC1C=CC=CC=1)[CH2:30][CH2:31][NH:32][C:33](=O)OC(C)(C)C, predict the reaction product. (3) Given the reactants [C:1]([O:5][C:6]([N:8]1[CH2:12][CH2:11][CH2:10][C@H:9]1[CH2:13][NH:14][C:15]1[C:16]([O:22][C:23]2[CH:28]=[CH:27][C:26]([O:29][CH3:30])=[CH:25][CH:24]=2)=[N:17][C:18](Cl)=[N:19][CH:20]=1)=[O:7])([CH3:4])([CH3:3])[CH3:2].[CH3:31][S:32][C:33]1[CH:34]=[C:35](B(O)O)[CH:36]=[N:37][CH:38]=1.C([O-])([O-])=O.[K+].[K+], predict the reaction product. The product is: [C:1]([O:5][C:6]([N:8]1[CH2:12][CH2:11][CH2:10][C@H:9]1[CH2:13][NH:14][C:15]1[C:16]([O:22][C:23]2[CH:28]=[CH:27][C:26]([O:29][CH3:30])=[CH:25][CH:24]=2)=[N:17][C:18]([C:35]2[CH:36]=[N:37][CH:38]=[C:33]([S:32][CH3:31])[CH:34]=2)=[N:19][CH:20]=1)=[O:7])([CH3:4])([CH3:3])[CH3:2]. (4) Given the reactants [S:1]1[CH:5]=[CH:4][CH:3]=[C:2]1[CH:6]=O.[CH3:8][O:9][CH2:10][CH2:11][NH2:12].[C:13]1(=[O:24])[O:19][C:17](=O)[C:16]2=[CH:20][CH:21]=[CH:22][CH:23]=[C:15]2[CH2:14]1.[O:25]1[CH2:30][CH2:29][CH:28]([O:31][C:32]2[CH:38]=[CH:37][C:35]([NH2:36])=[CH:34][CH:33]=2)[CH2:27][CH2:26]1, predict the reaction product. The product is: [CH3:8][O:9][CH2:10][CH2:11][N:12]1[CH:6]([C:2]2[S:1][CH:5]=[CH:4][CH:3]=2)[CH:14]([C:13]([NH:36][C:35]2[CH:34]=[CH:33][C:32]([O:31][CH:28]3[CH2:29][CH2:30][O:25][CH2:26][CH2:27]3)=[CH:38][CH:37]=2)=[O:24])[C:15]2[C:16](=[CH:20][CH:21]=[CH:22][CH:23]=2)[C:17]1=[O:19]. (5) Given the reactants [Cl:1][C:2]1[CH:3]=[C:4]([C:12]2([C:37]([F:40])([F:39])[F:38])[O:16][N:15]=[C:14]([C:17]3[CH:22]=[CH:21][C:20]([C:23]([N:25]4[CH2:30][C:29](=[O:31])[NH:28][C:27](=[O:32])[CH2:26]4)=[O:24])=[C:19]([C:33]([F:36])([F:35])[F:34])[CH:18]=3)[CH2:13]2)[CH:5]=[C:6]([C:8]([F:11])([F:10])[F:9])[CH:7]=1.I[CH2:42][CH2:43][CH3:44].C(=O)([O-])[O-].[K+].[K+].CC#N, predict the reaction product. The product is: [Cl:1][C:2]1[CH:3]=[C:4]([C:12]2([C:37]([F:40])([F:38])[F:39])[O:16][N:15]=[C:14]([C:17]3[CH:22]=[CH:21][C:20]([C:23]([N:25]4[CH2:26][C:27](=[O:32])[N:28]([CH2:42][CH2:43][CH3:44])[C:29](=[O:31])[CH2:30]4)=[O:24])=[C:19]([C:33]([F:36])([F:35])[F:34])[CH:18]=3)[CH2:13]2)[CH:5]=[C:6]([C:8]([F:11])([F:10])[F:9])[CH:7]=1. (6) Given the reactants [OH:1][C:2]1[CH:3]=[C:4]2[C:9](=[CH:10][CH:11]=1)[CH:8]=[C:7]([C:12]1[C:20]3[C:15](=[CH:16][CH:17]=[C:18]([C:21]#[N:22])[CH:19]=3)[N:14]([CH:23]3[CH2:28][CH2:27][CH2:26][CH2:25][O:24]3)[N:13]=1)[CH:6]=[CH:5]2.C1(P(C2C=CC=CC=2)C2C=CC=CC=2)C=CC=CC=1.[CH3:48][C@H:49]1[CH2:53][CH2:52][C@@H:51]([CH3:54])[N:50]1[CH2:55][CH2:56]O.CC(OC(/N=N/C(OC(C)C)=O)=O)C, predict the reaction product. The product is: [CH3:48][CH:49]1[CH2:53][CH2:52][CH:51]([CH3:54])[N:50]1[CH2:55][CH2:56][O:1][C:2]1[CH:3]=[C:4]2[C:9](=[CH:10][CH:11]=1)[CH:8]=[C:7]([C:12]1[C:20]3[C:15](=[CH:16][CH:17]=[C:18]([C:21]#[N:22])[CH:19]=3)[N:14]([CH:23]3[CH2:28][CH2:27][CH2:26][CH2:25][O:24]3)[N:13]=1)[CH:6]=[CH:5]2. (7) Given the reactants Cl[C:2]1[CH:7]=[C:6]([C:8]([F:11])([F:10])[F:9])[N:5]=[C:4]([C:12]2[CH:13]=[N:14][CH:15]=[CH:16][CH:17]=2)[N:3]=1.[NH2:18][C:19]1[CH:20]=[C:21]([C:27]([F:30])([F:29])[F:28])[CH:22]=[CH:23][C:24]=1[O:25][CH3:26], predict the reaction product. The product is: [CH3:26][O:25][C:24]1[CH:23]=[CH:22][C:21]([C:27]([F:28])([F:29])[F:30])=[CH:20][C:19]=1[NH:18][C:2]1[CH:7]=[C:6]([C:8]([F:11])([F:10])[F:9])[N:5]=[C:4]([C:12]2[CH:13]=[N:14][CH:15]=[CH:16][CH:17]=2)[N:3]=1.